Dataset: Reaction yield outcomes from USPTO patents with 853,638 reactions. Task: Predict the reaction yield, written as a fraction of the theoretical maximum amount of product (1.0 means a 100% yield; for example, 0.34 means a 34% yield). The reactants are [CH3:1][N:2]([CH3:8])[CH:3]1[CH2:7][CH2:6][NH:5][CH2:4]1.[CH:9]1([C:12]2[N:17]=[C:16]([C:18]([NH:20][C:21]3[CH:29]=[N:28][CH:27]=[CH:26][C:22]=3[C:23](O)=[O:24])=[O:19])[C:15]([NH:30][C:31]3[CH:32]=[N:33][CH:34]=[N:35][CH:36]=3)=[CH:14][CH:13]=2)[CH2:11][CH2:10]1. No catalyst specified. The product is [CH:9]1([C:12]2[N:17]=[C:16]([C:18](=[N:20][C:21]3[CH:29]=[N:28][CH:27]=[CH:26][C:22]=3[C:23]([N:5]3[CH2:6][CH2:7][CH:3]([N:2]([CH3:8])[CH3:1])[CH2:4]3)=[O:24])[OH:19])[C:15]([NH:30][C:31]3[CH:32]=[N:33][CH:34]=[N:35][CH:36]=3)=[CH:14][CH:13]=2)[CH2:11][CH2:10]1. The yield is 0.130.